From a dataset of Catalyst prediction with 721,799 reactions and 888 catalyst types from USPTO. Predict which catalyst facilitates the given reaction. (1) Product: [I:1][C:2]1[N:7]=[C:6]([CH3:8])[C:5]([O:9][CH2:10][O:11][CH3:12])=[CH:4][CH:3]=1. Reactant: [I:1][C:2]1[N:7]=[C:6]([CH3:8])[C:5]([OH:9])=[CH:4][CH:3]=1.[CH3:10][O:11][CH2:12]Cl.CCN(C(C)C)C(C)C. The catalyst class is: 34. (2) Reactant: CC1(C)CCCC(C)(C)N1.C([Li])CCC.[Br:16][C:17]1[C:26]2[C:21](=[CH:22][CH:23]=[CH:24][CH:25]=2)[C:20]([F:27])=[CH:19][CH:18]=1.[Cl-].[NH4+].[O:30]1CCC[CH2:31]1. Product: [Br:16][C:17]1[C:26]2[C:21](=[CH:22][CH:23]=[CH:24][CH:25]=2)[C:20]([F:27])=[C:19]([CH:31]=[O:30])[CH:18]=1. The catalyst class is: 9. (3) Reactant: Cl[CH2:2][C:3]([C:5]1[CH:6]=[CH:7][C:8]2[O:13][CH2:12][CH2:11][CH2:10][C:9]=2[CH:14]=1)=O.[C:15]([NH2:23])(=[S:22])[C:16]1[CH:21]=[CH:20][CH:19]=[CH:18][CH:17]=1. Product: [O:13]1[C:8]2[CH:7]=[CH:6][C:5]([C:3]3[N:23]=[C:15]([C:16]4[CH:21]=[CH:20][CH:19]=[CH:18][CH:17]=4)[S:22][CH:2]=3)=[CH:14][C:9]=2[CH2:10][CH2:11][CH2:12]1. The catalyst class is: 12. (4) Reactant: [Br:1][C:2]1[CH:7]=[CH:6][C:5]([Br:8])=[CH:4][C:3]=1[S:9]([NH:12][C@H:13]1[CH2:17][N:16]([C:18](OC(C)(C)C)=O)[C@@H:15]([CH2:25][NH:26][C:27](=[O:32])[C:28]([CH3:31])([CH3:30])[CH3:29])[CH2:14]1)(=[O:11])=[O:10].Cl.CC[N:36](C(C)C)C(C)C.N#CBr.C(O)C(N)(CO)CO. Product: [C:18]([N:16]1[CH2:17][C@H:13]([NH:12][S:9]([C:3]2[CH:4]=[C:5]([Br:8])[CH:6]=[CH:7][C:2]=2[Br:1])(=[O:11])=[O:10])[CH2:14][C@@H:15]1[CH2:25][NH:26][C:27](=[O:32])[C:28]([CH3:29])([CH3:31])[CH3:30])#[N:36]. The catalyst class is: 12. (5) Reactant: O=[C:2]([CH2:6][CH3:7])[C:3]([OH:5])=[O:4].BrBr.[Br:10][C:11]1[CH:12]=[C:13]([C:21](=[S:23])[NH2:22])[CH:14]=[C:15]([C:17]([F:20])([F:19])[F:18])[CH:16]=1.C(=O)([O-])O.[Na+].[CH2:29](OCC)[CH3:30]. Product: [Br:10][C:11]1[CH:12]=[C:13]([C:21]2[S:23][C:6]([CH3:7])=[C:2]([C:3]([O:5][CH2:29][CH3:30])=[O:4])[N:22]=2)[CH:14]=[C:15]([C:17]([F:19])([F:20])[F:18])[CH:16]=1. The catalyst class is: 8.